Dataset: Peptide-MHC class II binding affinity with 134,281 pairs from IEDB. Task: Regression. Given a peptide amino acid sequence and an MHC pseudo amino acid sequence, predict their binding affinity value. This is MHC class II binding data. (1) The peptide sequence is PLYKLVHVFINTQYA. The MHC is HLA-DQA10102-DQB10602 with pseudo-sequence HLA-DQA10102-DQB10602. The binding affinity (normalized) is 0.521. (2) The peptide sequence is RCLVKEIPPRLLYAK. The MHC is HLA-DPA10103-DPB10401 with pseudo-sequence HLA-DPA10103-DPB10401. The binding affinity (normalized) is 0.413. (3) The peptide sequence is EEIITLNSYGSFQEF. The MHC is DRB1_0404 with pseudo-sequence DRB1_0404. The binding affinity (normalized) is 0.827. (4) The MHC is HLA-DQA10501-DQB10302 with pseudo-sequence HLA-DQA10501-DQB10302. The peptide sequence is FFMSPKGISRMSMAM. The binding affinity (normalized) is 0.532. (5) The peptide sequence is TSICSLYQLENYCN. The MHC is DRB1_0406 with pseudo-sequence DRB1_0403. The binding affinity (normalized) is 0.231. (6) The peptide sequence is SQDLELSWNLNSLQAY. The MHC is HLA-DQA10101-DQB10501 with pseudo-sequence HLA-DQA10101-DQB10501. The binding affinity (normalized) is 0.731. (7) The peptide sequence is VSWEEEAEISGSSAR. The MHC is DRB3_0301 with pseudo-sequence DRB3_0301. The binding affinity (normalized) is 0.